Dataset: HIV replication inhibition screening data with 41,000+ compounds from the AIDS Antiviral Screen. Task: Binary Classification. Given a drug SMILES string, predict its activity (active/inactive) in a high-throughput screening assay against a specified biological target. (1) The molecule is O=C(C=Cc1ccccc1)Nc1ccccc1SCCCCl. The result is 0 (inactive). (2) The drug is O=C1OC2CCC3=CCC(c4ccccc4)C=C1C32. The result is 0 (inactive).